Task: Predict the reactants needed to synthesize the given product.. Dataset: Full USPTO retrosynthesis dataset with 1.9M reactions from patents (1976-2016) (1) Given the product [CH3:1][C:2]1([CH3:21])[C:11]2[C:6](=[CH:7][CH:8]=[C:9]([Si:23]([CH3:25])([CH3:24])[CH3:22])[CH:10]=2)[C:5](=[O:20])[CH:4]([C:28]#[CH:29])[CH2:3]1, predict the reactants needed to synthesize it. The reactants are: [CH3:1][C:2]1([CH3:21])[C:11]2[C:6](=[CH:7][CH:8]=[C:9](OS(C(F)(F)F)(=O)=O)[CH:10]=2)[C:5](=[O:20])[CH2:4][CH2:3]1.[CH3:22][Si:23](C#C)([CH3:25])[CH3:24].[CH2:28](N(CC)CC)[CH3:29]. (2) The reactants are: Cl.[OH:2][C@@H:3]1[C@@H:7]([OH:8])[C@@H:6]([CH2:9][OH:10])[NH:5][C@H:4]1[C:11]1[C:15]2[N:16]=[CH:17][NH:18][C:19](=[O:20])[C:14]=2[NH:13][CH:12]=1.CO.C(N(CC)CC)C.[C:30](O[C:30]([O:32][C:33]([CH3:36])([CH3:35])[CH3:34])=[O:31])([O:32][C:33]([CH3:36])([CH3:35])[CH3:34])=[O:31]. Given the product [OH:8][C@@H:7]1[C@@H:3]([OH:2])[C@H:4]([C:11]2[C:15]3[N:16]=[CH:17][NH:18][C:19](=[O:20])[C:14]=3[NH:13][CH:12]=2)[N:5]([C:30]([O:32][C:33]([CH3:36])([CH3:35])[CH3:34])=[O:31])[C@@H:6]1[CH2:9][OH:10], predict the reactants needed to synthesize it. (3) The reactants are: Cl[C:2]1[C:12]([C:13]#[N:14])=[CH:11][C:5]([C:6]([O:8][CH2:9][CH3:10])=[O:7])=[C:4]([CH3:15])[N:3]=1.[CH2:16]([C:23]1[NH:24][C:25]([CH:28]2[CH2:33][CH2:32][NH:31][CH2:30][CH2:29]2)=[N:26][N:27]=1)[C:17]1[CH:22]=[CH:21][CH:20]=[CH:19][CH:18]=1.CCN(C(C)C)C(C)C.O1C=NN=C1.C([O-])(O)=O.[Na+]. Given the product [CH2:16]([C:23]1[NH:24][C:25]([CH:28]2[CH2:33][CH2:32][N:31]([C:2]3[C:12]([C:13]#[N:14])=[CH:11][C:5]([C:6]([O:8][CH2:9][CH3:10])=[O:7])=[C:4]([CH3:15])[N:3]=3)[CH2:30][CH2:29]2)=[N:26][N:27]=1)[C:17]1[CH:18]=[CH:19][CH:20]=[CH:21][CH:22]=1, predict the reactants needed to synthesize it. (4) Given the product [CH3:1][N:2]([CH3:23])[C:3]1[CH:8]=[C:7]([C:9]2[CH:10]=[CH:11][C:12]([C:15]([F:18])([F:17])[F:16])=[CH:13][CH:14]=2)[C:6]([C:19]([OH:21])=[O:20])=[CH:5][CH:4]=1, predict the reactants needed to synthesize it. The reactants are: [CH3:1][N:2]([CH3:23])[C:3]1[CH:8]=[C:7]([C:9]2[CH:14]=[CH:13][C:12]([C:15]([F:18])([F:17])[F:16])=[CH:11][CH:10]=2)[C:6]([C:19]([O:21]C)=[O:20])=[CH:5][CH:4]=1.[OH-].[Na+].